This data is from Drug-target binding data from BindingDB using IC50 measurements. The task is: Regression. Given a target protein amino acid sequence and a drug SMILES string, predict the binding affinity score between them. We predict pIC50 (pIC50 = -log10(IC50 in M); higher means more potent). Dataset: bindingdb_ic50. (1) The small molecule is NCc1c(-c2ccc(Br)cc2)nc2ccccn12. The target protein sequence is MKTPWRVLLGLLGAAALVTIITVPVVLLNKGTDDATADSRKTYTLTDYLKNTYRLKLYSLRWISDHEYLYKQENNILVFNAEYGNSSVFLENSTFDEFGHSINDYSISPDGQFILLEYNYVKQWRHSYTASYDIYDLNKRQLITEERIPNNTQWVTWSPVGHKLAYVWNNDIYVKIEPNLPSYRITWTGKEDIIYNGITDWVYEEEVFSAYSALWWSPNGTFLAYAQFNDTEVPLIEYSFYSDESLQYPKTVRVPYPKAGAVNPTVKFFVVNTDSLSSVTNATSIQITAPASMLIGDHYLCDVTWATQERISLQWLRRIQNYSVMDICDYDESSGRWNCLVARQHIEMSTTGWVGRFRPSEPHFTLDGNSFYKIISNEEGYRHICYFQIDKKDCTFITKGTWEVIGIEALTSDYLYYISNEYKGMPGGRNLYKIQLSDYTKVTCLSCELNPERCQYYSVSFSKEAKYYQLRCSGPGLPLYTLHSSVNDKGLRVLEDNSAL.... The pIC50 is 6.0. (2) The drug is Cn1c(=O)c2c(nc(NCc3ccc4c(c3)OCO4)n2Cc2ccccc2F)n(C)c1=O. The target protein sequence is MATLEKLMKAFESLKSFQQQQQQQQQQQQQQQQQQQQQQQPPPPPPPPPPPQLPQPPPQAQPLLPQPQPPPPPPPPPPGPAVAEEPLHRPKKELSATKKDRVNHCLTICENIVAQSVRNSPEFQKLLGIAMELFLLCSDDAESDVRMVADECLNKVIKALMDSNLPRLQLELYKEIKKNGAPRSLRAALWRFAELAHLVRPQKCRPYLVNLLPCLTRTSKRPEESVQETLAAAVPKIMASFGNFANDNEIKVLLKAFIANLKSSSPTIRRTAAGSAVSICQHSRRTQYFYSWLLNVLLGLLVPVEDEHSTLLILGVLLTLRYLVPLLQQQVKDTSLKGSFGVTRKEMEVSPSAEQLVQVYELTLHHTQHQDHNVVTGALELLQQLFRTPPPELLQTLTAVGGIGQLTAAKEESGGRSRSGSIVELIAGGGSSCSPVLSRKQKGKVLLGEEEALEDDSESRSDVSSSALTASVKDEISGELAASSGVSTPGSAGHDIITEQ.... The pIC50 is 5.1.